Predict the product of the given reaction. From a dataset of Forward reaction prediction with 1.9M reactions from USPTO patents (1976-2016). (1) Given the reactants O[C:2]1[CH:17]=[C:16]([OH:18])[CH:15]=[CH:14][C:3]=1[C:4]([C:6]1[CH:11]=[CH:10][C:9]([OH:12])=[CH:8][C:7]=1[OH:13])=O.C([O-])(=O)C.[Na+].Cl.[CH3:25][O:26][C:27]1[CH:32]=[CH:31][C:30]([NH:33][NH2:34])=[CH:29][CH:28]=1, predict the reaction product. The product is: [OH:18][C:16]1[CH:17]=[C:2]2[C:3]([C:4]([C:6]3[CH:11]=[CH:10][C:9]([OH:12])=[CH:8][C:7]=3[OH:13])=[N:34][N:33]2[C:30]2[CH:31]=[CH:32][C:27]([O:26][CH3:25])=[CH:28][CH:29]=2)=[CH:14][CH:15]=1. (2) Given the reactants [N:1]1([CH2:7][CH2:8][CH2:9][CH2:10][CH2:11][CH2:12][NH2:13])[CH2:6][CH2:5][CH2:4][CH2:3][CH2:2]1.[C:14]([C:16]1[C:24]2[C:19](=[CH:20][CH:21]=[C:22]([CH2:25][CH2:26][NH:27][C:28](=[O:42])[C:29]3[CH:34]=[CH:33][C:32]([C:35]4[CH:40]=[CH:39][N:38]=[C:37](Cl)[N:36]=4)=[CH:31][CH:30]=3)[CH:23]=2)[NH:18][CH:17]=1)#[N:15], predict the reaction product. The product is: [C:14]([C:16]1[C:24]2[C:19](=[CH:20][CH:21]=[C:22]([CH2:25][CH2:26][NH:27][C:28](=[O:42])[C:29]3[CH:34]=[CH:33][C:32]([C:35]4[CH:40]=[CH:39][N:38]=[C:37]([NH:13][CH2:12][CH2:11][CH2:10][CH2:9][CH2:8][CH2:7][N:1]5[CH2:6][CH2:5][CH2:4][CH2:3][CH2:2]5)[N:36]=4)=[CH:31][CH:30]=3)[CH:23]=2)[NH:18][CH:17]=1)#[N:15]. (3) Given the reactants [Cl:1][C:2]1[CH:7]=[CH:6][C:5]([C:8]2[CH:9]=[C:10]3[C:16]([C:17]([C:19]4[C:20]([F:33])=[C:21]([NH:26][S:27]([CH2:30][CH2:31][CH3:32])(=[O:29])=[O:28])[CH:22]=[CH:23][C:24]=4[F:25])=[O:18])=[CH:15][NH:14][C:11]3=[N:12][CH:13]=2)=[CH:4][CH:3]=1.[OH-].[K+].[C:36]([O:40][CH2:41]Cl)(=[O:39])[CH2:37][CH3:38], predict the reaction product. The product is: [C:36]([O:40][CH2:41][N:14]1[C:11]2=[N:12][CH:13]=[C:8]([C:5]3[CH:6]=[CH:7][C:2]([Cl:1])=[CH:3][CH:4]=3)[CH:9]=[C:10]2[C:16]([C:17](=[O:18])[C:19]2[C:24]([F:25])=[CH:23][CH:22]=[C:21]([NH:26][S:27]([CH2:30][CH2:31][CH3:32])(=[O:28])=[O:29])[C:20]=2[F:33])=[CH:15]1)(=[O:39])[CH2:37][CH3:38].